This data is from Forward reaction prediction with 1.9M reactions from USPTO patents (1976-2016). The task is: Predict the product of the given reaction. Given the reactants C(Cl)(=O)C(Cl)=O.[Br:7][C:8]1[CH:9]=[C:10]([CH:19]=[CH:20][CH:21]=1)[C:11]([NH:13][CH2:14][CH2:15][CH2:16][CH2:17][OH:18])=[O:12].C(N(CC)CC)C, predict the reaction product. The product is: [Br:7][C:8]1[CH:9]=[C:10]([CH:19]=[CH:20][CH:21]=1)[C:11]([NH:13][CH2:14][CH2:15][CH2:16][CH:17]=[O:18])=[O:12].